Dataset: Forward reaction prediction with 1.9M reactions from USPTO patents (1976-2016). Task: Predict the product of the given reaction. (1) Given the reactants C(OC([N:8]1[CH2:12][C@H:11]([F:13])[CH2:10][C@H:9]1[C:14]([OH:16])=O)=O)(C)(C)C.[F:17][C:18]([F:34])([F:33])[C:19]1[CH:24]=[CH:23][C:22]([C:25]2[N:30]=[CH:29][N:28]=[C:27]([CH2:31][NH2:32])[CH:26]=2)=[CH:21][CH:20]=1.[F:35][C:36]1[CH:37]=[C:38]([S:42](Cl)(=[O:44])=[O:43])[CH:39]=[CH:40][CH:41]=1, predict the reaction product. The product is: [F:13][C@H:11]1[CH2:12][N:8]([S:42]([C:38]2[CH:39]=[CH:40][CH:41]=[C:36]([F:35])[CH:37]=2)(=[O:44])=[O:43])[C@H:9]([C:14]([NH:32][CH2:31][C:27]2[CH:26]=[C:25]([C:22]3[CH:21]=[CH:20][C:19]([C:18]([F:17])([F:33])[F:34])=[CH:24][CH:23]=3)[N:30]=[CH:29][N:28]=2)=[O:16])[CH2:10]1. (2) Given the reactants C([O:8][N:9]([CH:21]=[O:22])[CH2:10][C@@H:11]([CH2:15][CH:16]1[CH2:20][CH2:19][CH2:18][CH2:17]1)[C:12]([OH:14])=O)C1C=CC=CC=1.Cl.[NH2:24][C@@H:25]([C:45]([CH3:48])([CH3:47])[CH3:46])[C:26]([N:28]1[CH2:33][CH2:32][CH:31]([NH:34][C:35](=[O:44])[C:36]2[CH:41]=[CH:40][C:39]([C:42]#[N:43])=[CH:38][CH:37]=2)[CH2:30][CH2:29]1)=[O:27], predict the reaction product. The product is: [C:42]([C:39]1[CH:40]=[CH:41][C:36]([C:35]([NH:34][CH:31]2[CH2:30][CH2:29][N:28]([C:26](=[O:27])[C@@H:25]([NH:24][C:12](=[O:14])[C@H:11]([CH2:15][CH:16]3[CH2:17][CH2:18][CH2:19][CH2:20]3)[CH2:10][N:9]([CH:21]=[O:22])[OH:8])[C:45]([CH3:47])([CH3:48])[CH3:46])[CH2:33][CH2:32]2)=[O:44])=[CH:37][CH:38]=1)#[N:43].